From a dataset of Catalyst prediction with 721,799 reactions and 888 catalyst types from USPTO. Predict which catalyst facilitates the given reaction. Reactant: [C:1]([O:5][C:6](=[O:34])[NH:7][C:8]1([C:12]2[CH:17]=[CH:16][C:15]([C:18]3[C:19]([C:28]4[CH:33]=[CH:32][CH:31]=[CH:30][CH:29]=4)=[CH:20][C:21]4[NH:26][CH2:25][CH2:24][O:23][C:22]=4[N:27]=3)=[CH:14][CH:13]=2)[CH2:11][CH2:10][CH2:9]1)([CH3:4])([CH3:3])[CH3:2].C(N(CC)CC)C.[C:42](Cl)(=[O:44])[CH3:43].C([O-])(O)=O.[Na+]. Product: [C:1]([O:5][C:6](=[O:34])[NH:7][C:8]1([C:12]2[CH:13]=[CH:14][C:15]([C:18]3[C:19]([C:28]4[CH:29]=[CH:30][CH:31]=[CH:32][CH:33]=4)=[CH:20][C:21]4[N:26]([C:42](=[O:44])[CH3:43])[CH2:25][CH2:24][O:23][C:22]=4[N:27]=3)=[CH:16][CH:17]=2)[CH2:11][CH2:10][CH2:9]1)([CH3:4])([CH3:2])[CH3:3]. The catalyst class is: 2.